Dataset: Reaction yield outcomes from USPTO patents with 853,638 reactions. Task: Predict the reaction yield, written as a fraction of the theoretical maximum amount of product (1.0 means a 100% yield; for example, 0.34 means a 34% yield). (1) The reactants are Br[C:2]1[CH:7]=[C:6]([Br:8])[N:5]=[C:4]([C:9]#[N:10])[C:3]=1[OH:11].[CH3:12][O-:13].[Na+]. The catalyst is CO. The product is [Br:8][C:6]1[N:5]=[C:4]([C:9]#[N:10])[C:3]([OH:11])=[C:2]([O:13][CH3:12])[CH:7]=1. The yield is 0.580. (2) The yield is 0.960. The product is [CH3:10][C:8]1([CH3:9])[O:11][C:12](=[O:13])[NH:1][C:2]2[N:3]=[CH:4][CH:5]=[CH:6][C:7]1=2. The catalyst is O1CCCC1. The reactants are [NH2:1][C:2]1[C:7]([C:8]([OH:11])([CH3:10])[CH3:9])=[CH:6][CH:5]=[CH:4][N:3]=1.[C:12](N1C=CN=C1)(N1C=CN=C1)=[O:13]. (3) The reactants are [F:1][C:2]1[CH:7]=[CH:6][C:5]([CH2:8][NH:9][C@H:10]2[CH:19]3[CH:14]4[CH:15]5[CH:16]6[CH:18]3[CH:17]6[CH:12]([CH:13]45)[C@H:11]2[C:20](OC)=[O:21])=[CH:4][CH:3]=1.[CH3:24][S:25]([NH:28][C:29]1[CH:44]=[CH:43][C:32]2[NH:33][C:34]([CH2:39][C:40](O)=[O:41])=[N:35][S:36](=[O:38])(=[O:37])[C:31]=2[CH:30]=1)(=[O:27])=[O:26].Cl.CN(C)CCCN=C=NCC.C(N(CC)CC)C. The catalyst is CN(C)C=O.C(OCC)(=O)C. The product is [F:1][C:2]1[CH:7]=[CH:6][C:5]([CH2:8][N:9]2[C:40](=[O:41])[C:39]([C:34]3[NH:33][C:32]4[CH:43]=[CH:44][C:29]([NH:28][S:25]([CH3:24])(=[O:27])=[O:26])=[CH:30][C:31]=4[S:36](=[O:38])(=[O:37])[N:35]=3)=[C:20]([OH:21])[C@H:11]3[C@@H:10]2[CH:19]2[CH:14]4[CH:13]5[CH:12]3[CH:17]3[CH:16]([CH:15]45)[CH:18]23)=[CH:4][CH:3]=1. The yield is 0.300. (4) The reactants are C[O:2][C:3](=O)[C:4]1[CH:9]=[CH:8][C:7]([O:10][CH2:11][C:12]2[C:13]([C:18]3[CH:23]=[CH:22][C:21]([CH3:24])=[CH:20][C:19]=3[F:25])=[N:14][O:15][C:16]=2[CH3:17])=[N:6][CH:5]=1.COC(=O)C1C=CC(OC[C:38]2[C:39]([C:44]3C=CC=CC=3F)=[N:40]OC=2C)=NC=1.C(N)(C)C. No catalyst specified. The product is [F:25][C:19]1[CH:20]=[C:21]([CH3:24])[CH:22]=[CH:23][C:18]=1[C:13]1[C:12]([CH2:11][O:10][C:7]2[CH:8]=[CH:9][C:4]([C:3]([NH:40][CH:39]([CH3:44])[CH3:38])=[O:2])=[CH:5][N:6]=2)=[C:16]([CH3:17])[O:15][N:14]=1. The yield is 0.420. (5) The reactants are [CH3:1][O:2][C:3](=[O:39])[CH:4]([C:9]1[CH:14]=[CH:13][C:12]([NH:15][C:16]([C:18]2[N:19](COCC[Si](C)(C)C)[CH:20]=[C:21]([C:23]#[N:24])[N:22]=2)=[O:17])=[C:11]([C:33]2[CH2:38][CH2:37][CH2:36][CH2:35][CH:34]=2)[CH:10]=1)[C:5]([O:7][CH3:8])=[O:6].C(O)(C(F)(F)F)=O. The catalyst is C(Cl)Cl. The product is [CH3:8][O:7][C:5](=[O:6])[CH:4]([C:9]1[CH:14]=[CH:13][C:12]([NH:15][C:16]([C:18]2[NH:19][CH:20]=[C:21]([C:23]#[N:24])[N:22]=2)=[O:17])=[C:11]([C:33]2[CH2:38][CH2:37][CH2:36][CH2:35][CH:34]=2)[CH:10]=1)[C:3]([O:2][CH3:1])=[O:39]. The yield is 0.840. (6) The catalyst is C1COCC1. The reactants are C(NC(C)C)(C)C.C([Li])CCC.[CH:13]1([C:18]([O:20][CH2:21][CH3:22])=[O:19])[CH2:17][CH2:16][CH2:15][CH2:14]1.[CH2:23](Br)[C:24]1[CH:29]=[CH:28][CH:27]=[CH:26][CH:25]=1. The yield is 0.450. The product is [CH2:21]([O:20][C:18]([C:13]1([CH2:23][C:24]2[CH:29]=[CH:28][CH:27]=[CH:26][CH:25]=2)[CH2:17][CH2:16][CH2:15][CH2:14]1)=[O:19])[CH3:22].